Task: Predict the reactants needed to synthesize the given product.. Dataset: Full USPTO retrosynthesis dataset with 1.9M reactions from patents (1976-2016) (1) Given the product [C:39]([O:38][C:36]([N:33]1[CH2:32][CH2:31][CH:30]([N:28]2[CH:29]=[C:25]([B:10]3[O:11][C:12]([CH3:17])([CH3:18])[C:13]([CH3:15])([CH3:16])[O:14]3)[CH:26]=[N:27]2)[CH2:35][CH2:34]1)=[O:37])([CH3:42])([CH3:40])[CH3:41], predict the reactants needed to synthesize it. The reactants are: [B:10]1([B:10]2[O:14][C:13]([CH3:16])([CH3:15])[C:12]([CH3:18])([CH3:17])[O:11]2)[O:14][C:13]([CH3:16])([CH3:15])[C:12]([CH3:18])([CH3:17])[O:11]1.C([O-])(=O)C.[K+].I[C:25]1[CH:26]=[N:27][N:28]([CH:30]2[CH2:35][CH2:34][N:33]([C:36]([O:38][C:39]([CH3:42])([CH3:41])[CH3:40])=[O:37])[CH2:32][CH2:31]2)[CH:29]=1. (2) Given the product [ClH:42].[NH2:1][C:2]1[N:7]=[CH:6][N:5]=[C:4]2[N:8]([C@@H:30]3[CH2:34][CH2:33][NH:32][CH2:31]3)[N:9]=[C:10]([C:11]3[CH:12]=[CH:13][C:14]([C:17]([NH:18][C:19]4[CH:24]=[C:23]([C:25]([F:27])([F:26])[F:28])[CH:22]=[CH:21][N:20]=4)=[O:29])=[CH:15][CH:16]=3)[C:3]=12, predict the reactants needed to synthesize it. The reactants are: [NH2:1][C:2]1[N:7]=[CH:6][N:5]=[C:4]2[N:8]([C@@H:30]3[CH2:34][CH2:33][N:32](C(OC(C)(C)C)=O)[CH2:31]3)[N:9]=[C:10]([C:11]3[CH:16]=[CH:15][C:14]([C:17](=[O:29])[NH:18][C:19]4[CH:24]=[C:23]([C:25]([F:28])([F:27])[F:26])[CH:22]=[CH:21][N:20]=4)=[CH:13][CH:12]=3)[C:3]=12.[ClH:42]. (3) Given the product [Cl:1][C:2]1[CH:3]=[CH:4][C:5]([N:8]2[C:12]([CH2:13][O:14][C:15]3[C:20]([F:21])=[CH:19][C:18]([CH:22]4[CH2:24][CH:23]4[CH2:25][C:26]([OH:28])=[O:27])=[CH:17][C:16]=3[F:31])=[CH:11][C:10]([CH3:32])=[N:9]2)=[CH:6][CH:7]=1, predict the reactants needed to synthesize it. The reactants are: [Cl:1][C:2]1[CH:7]=[CH:6][C:5]([N:8]2[C:12]([CH2:13][O:14][C:15]3[C:20]([F:21])=[CH:19][C:18]([CH:22]4[CH2:24][CH:23]4[CH2:25][C:26]([O:28]CC)=[O:27])=[CH:17][C:16]=3[F:31])=[CH:11][C:10]([CH3:32])=[N:9]2)=[CH:4][CH:3]=1.[Li+].[OH-].Cl. (4) Given the product [CH2:12]([NH:11][C:9](=[O:10])[NH:8][C:5]1[N:6]=[CH:7][C:2]([C:24]2[CH:25]=[N:26][CH:27]=[C:28]([C:29]([O:31][CH2:32][CH3:33])=[O:30])[CH:34]=2)=[C:3]([CH2:14][OH:15])[CH:4]=1)[CH3:13], predict the reactants needed to synthesize it. The reactants are: Br[C:2]1[C:3]([CH2:14][OH:15])=[CH:4][C:5]([NH:8][C:9]([NH:11][CH2:12][CH3:13])=[O:10])=[N:6][CH:7]=1.CC1(C)C(C)(C)OB([C:24]2[CH:25]=[N:26][CH:27]=[C:28]([CH:34]=2)[C:29]([O:31][CH2:32][CH3:33])=[O:30])O1.C(=O)([O-])[O-].[Cs+].[Cs+]. (5) Given the product [CH3:28][C:23](=[CH2:22])[CH2:24][O:6][CH2:1][CH2:2][CH2:3][CH2:4][CH3:5], predict the reactants needed to synthesize it. The reactants are: [CH2:1]([OH:6])[CH2:2][CH2:3][CH2:4][CH3:5].[OH-].C([N+](C[CH2:22][CH2:23][CH3:24])(CCCC)CCCC)CCC.[OH-].[Na+].Cl[CH:28]=CC. (6) Given the product [ClH:30].[C:1]([C:4]1[S:5][C:6]([C:22]2[CH:23]=[CH:24][CH:25]=[CH:26][CH:27]=2)=[C:7]([NH:9][C:10](=[O:21])[O:11][CH2:12][C:13]23[CH2:14][CH2:15][N:16]([CH2:17][CH2:18]2)[CH2:19][CH2:20]3)[N:8]=1)#[N:2], predict the reactants needed to synthesize it. The reactants are: [C:1]([C:4]1[S:5][C:6]([C:22]2[CH:27]=[CH:26][CH:25]=[CH:24][CH:23]=2)=[C:7]([NH:9][C:10](=[O:21])[O:11][CH2:12][C:13]23[CH2:20][CH2:19][N:16]([CH2:17][CH2:18]2)[CH2:15][CH2:14]3)[N:8]=1)(=O)[NH2:2].P(Cl)(Cl)([Cl:30])=O.C([O-])(O)=O.[Na+].Cl.CCOC(C)=O.